Task: Predict which catalyst facilitates the given reaction.. Dataset: Catalyst prediction with 721,799 reactions and 888 catalyst types from USPTO (1) Reactant: C([N:8]1[CH2:13][CH2:12][C@@H:11]([C:14]2[CH:15]=[C:16]([CH:22]=[CH:23][CH:24]=2)[C:17]([O:19][CH2:20][CH3:21])=[O:18])[C@H:10]([CH3:25])[CH2:9]1)C1C=CC=CC=1.Cl. Product: [CH3:25][C@H:10]1[C@H:11]([C:14]2[CH:15]=[C:16]([CH:22]=[CH:23][CH:24]=2)[C:17]([O:19][CH2:20][CH3:21])=[O:18])[CH2:12][CH2:13][NH:8][CH2:9]1. The catalyst class is: 50. (2) Reactant: [CH3:1][C:2]1[C:3]([C:22]2[CH:27]=[CH:26][CH:25]=[CH:24][CH:23]=2)=[C:4]([O:14][C:15]2[CH:20]=[CH:19][C:18]([OH:21])=[CH:17][CH:16]=2)[C:5]2[C:10]([CH:11]=1)=[CH:9][C:8]([O:12][CH3:13])=[CH:7][CH:6]=2.C([O-])([O-])=O.[Cs+].[Cs+].Br[CH2:35][CH2:36][CH2:37][C:38]([O:40][CH2:41][CH3:42])=[O:39]. Product: [CH3:1][C:2]1[C:3]([C:22]2[CH:27]=[CH:26][CH:25]=[CH:24][CH:23]=2)=[C:4]([O:14][C:15]2[CH:20]=[CH:19][C:18]([O:21][CH2:35][CH2:36][CH2:37][C:38]([O:40][CH2:41][CH3:42])=[O:39])=[CH:17][CH:16]=2)[C:5]2[C:10]([CH:11]=1)=[CH:9][C:8]([O:12][CH3:13])=[CH:7][CH:6]=2. The catalyst class is: 3. (3) Reactant: [NH2:1][C:2]1[CH:7]=[CH:6][C:5]([S:8]([NH:11][CH:12]([CH3:14])[CH3:13])(=[O:10])=[O:9])=[CH:4][CH:3]=1.[Br:15][C:16]1[CH:17]=[C:18]([CH:21]=[CH:22][CH:23]=1)[CH:19]=O.[CH2:24]=[C:25]([CH3:27])[CH3:26].FC(F)(F)S([O-])(=O)=O.[Yb+3].FC(F)(F)S([O-])(=O)=O.FC(F)(F)S([O-])(=O)=O. Product: [CH:12]([NH:11][S:8]([C:5]1[CH:6]=[C:7]2[C:2](=[CH:3][CH:4]=1)[NH:1][CH:19]([C:18]1[CH:21]=[CH:22][CH:23]=[C:16]([Br:15])[CH:17]=1)[CH2:24][C:25]2([CH3:27])[CH3:26])(=[O:10])=[O:9])([CH3:14])[CH3:13]. The catalyst class is: 115. (4) Reactant: C([N:5]([CH:9]1[CH2:13][CH2:12][CH2:11][CH2:10]1)[C:6]([NH2:8])=[S:7])(C)(C)C. Product: [CH:9]1([NH:5][C:6]([NH2:8])=[S:7])[CH2:13][CH2:12][CH2:11][CH2:10]1. The catalyst class is: 33.